From a dataset of CYP3A4 inhibition data for predicting drug metabolism from PubChem BioAssay. Regression/Classification. Given a drug SMILES string, predict its absorption, distribution, metabolism, or excretion properties. Task type varies by dataset: regression for continuous measurements (e.g., permeability, clearance, half-life) or binary classification for categorical outcomes (e.g., BBB penetration, CYP inhibition). Dataset: cyp3a4_veith. (1) The molecule is CSc1nsc(SC)c1NC(=O)OCC1CCCO1. The result is 0 (non-inhibitor). (2) The molecule is O=C1C2C3C=CC(C3)C2C(=O)N1/N=C/c1cn(Cc2ccc(F)cc2)c2ccccc12. The result is 1 (inhibitor). (3) The result is 1 (inhibitor). The compound is CCCCC#Cc1ccccc1CC(=O)Nc1ccccc1. (4) The drug is Clc1ccc([C@H](Cn2ccnc2)OCc2csc3c(Cl)cccc23)c(Cl)c1. The result is 1 (inhibitor). (5) The result is 0 (non-inhibitor). The compound is CCCN[C@@H]1CCc2c(OC)cccc2[C@@H]1C. (6) The compound is Cc1cnc(CNc2ncnc3ccc(-c4ccc5c(c4)OCO5)cc23)cn1. The result is 1 (inhibitor). (7) The molecule is COc1ccc(C(=O)N2CCC[C@@]3(CCN(Cc4ccncc4)C3)C2)cc1. The result is 1 (inhibitor). (8) The molecule is COc1cccc(Cn2c(=O)c(CCc3ccccc3)nc3cnc(N4CCN(C)CC4)nc32)c1. The result is 1 (inhibitor).